Dataset: Catalyst prediction with 721,799 reactions and 888 catalyst types from USPTO. Task: Predict which catalyst facilitates the given reaction. (1) Reactant: [CH:1]1[CH:6]=[CH:5][C:4]([CH2:7][NH:8][CH:9]([C:22]([OH:24])=O)[CH:10]([NH:14][CH2:15][C:16]2[CH:21]=[CH:20][CH:19]=[CH:18][CH:17]=2)[C:11]([OH:13])=[O:12])=[CH:3][CH:2]=1.[OH-].[K+].Cl[C:28](OC1C=CC=CC=1)=[O:29].Cl. Product: [O:29]=[C:28]1[N:8]([CH2:7][C:4]2[CH:5]=[CH:6][CH:1]=[CH:2][CH:3]=2)[C@@H:9]2[C:22]([O:13][C:11](=[O:12])[C@@H:10]2[N:14]1[CH2:15][C:16]1[CH:17]=[CH:18][CH:19]=[CH:20][CH:21]=1)=[O:24]. The catalyst class is: 30. (2) Reactant: [CH3:1][C:2]1[CH:16]=[CH:15][C:5]([S:6][C:7]2[CH:8]=[C:9]([CH:12]=[CH:13][CH:14]=2)[C:10]#[N:11])=[CH:4][CH:3]=1.C1COCC1.[H-].[Al+3].[Li+].[H-].[H-].[H-].[OH-].[Na+]. Product: [CH3:1][C:2]1[CH:16]=[CH:15][C:5]([S:6][C:7]2[CH:8]=[C:9]([CH:12]=[CH:13][CH:14]=2)[CH2:10][NH2:11])=[CH:4][CH:3]=1. The catalyst class is: 97. (3) Reactant: [OH-].[Na+:2].[Cl:3][C:4]1[CH:5]=[CH:6][C:7]([NH:14][C:15]([C:17]2[CH:22]=[CH:21][CH:20]=[C:19]([C:23]3[C:32]4[C:27](=[CH:28][CH:29]=[CH:30][CH:31]=4)[CH:26]=[N:25][CH:24]=3)[CH:18]=2)=[O:16])=[C:8]([CH:13]=1)[C:9]([O:11]C)=[O:10]. Product: [Cl:3][C:4]1[CH:5]=[CH:6][C:7]([NH:14][C:15]([C:17]2[CH:22]=[CH:21][CH:20]=[C:19]([C:23]3[C:32]4[C:27](=[CH:28][CH:29]=[CH:30][CH:31]=4)[CH:26]=[N:25][CH:24]=3)[CH:18]=2)=[O:16])=[C:8]([CH:13]=1)[C:9]([O-:11])=[O:10].[Na+:2]. The catalyst class is: 1. (4) Reactant: [NH2:1][C:2]1[CH:3]=[CH:4][C:5]([F:18])=[C:6]([C@:8]2([CH3:17])[C@@H:14]([F:15])[CH2:13][O:12][CH2:11][C:10]([NH2:16])=[N:9]2)[CH:7]=1.[Cl:19][C:20]1[C:21]([CH:28]=O)=[N:22][N:23]([CH:25]([F:27])[F:26])[CH:24]=1.[B][B][B][B][B][B][B][B][B][B]. Product: [Cl:19][C:20]1[C:21]([CH2:28][NH:1][C:2]2[CH:3]=[CH:4][C:5]([F:18])=[C:6]([C@:8]3([CH3:17])[C@@H:14]([F:15])[CH2:13][O:12][CH2:11][C:10]([NH2:16])=[N:9]3)[CH:7]=2)=[N:22][N:23]([CH:25]([F:27])[F:26])[CH:24]=1. The catalyst class is: 5. (5) Reactant: [N+]([O-])(O)=O.S(=O)(=O)(O)O.[CH3:10][C:11]12[CH2:20][CH:15]3[CH2:16][CH:17]([CH2:19][C:13]([CH3:21])([CH2:14]3)[CH2:12]1)[CH2:18]2.[CH:22]([NH2:24])=[O:23]. Product: [CH:22]([NH:24][C:15]12[CH2:20][C:11]3([CH3:10])[CH2:18][CH:17]([CH2:19][C:13]([CH3:21])([CH2:12]3)[CH2:14]1)[CH2:16]2)=[O:23]. The catalyst class is: 229. (6) The catalyst class is: 16. Reactant: [CH3:1][C:2]1[CH:11]=[CH:10][C:9]2[C:4](=[CH:5][CH:6]=[C:7]3[O:15][CH2:14][C@H:13]([CH2:16]OS(C4C=CC(Br)=CC=4)(=O)=O)[O:12][C:8]3=2)[N:3]=1.[C:28]([N:35]1[CH2:40][CH2:39][NH:38][CH2:37][CH2:36]1)([O:30][C:31]([CH3:34])([CH3:33])[CH3:32])=[O:29].C(=O)(O)[O-].[Na+]. Product: [C:31]([O:30][C:28]([N:35]1[CH2:40][CH2:39][N:38]([CH2:16][C@@H:13]2[O:12][C:8]3=[C:9]4[C:4](=[CH:5][CH:6]=[C:7]3[O:15][CH2:14]2)[N:3]=[C:2]([CH3:1])[CH:11]=[CH:10]4)[CH2:37][CH2:36]1)=[O:29])([CH3:34])([CH3:32])[CH3:33]. (7) Reactant: [F:1][C:2]1[CH:3]=[C:4]([C:9]2[CH:17]=[CH:16][C:12]([C:13]([OH:15])=O)=[CH:11][N:10]=2)[CH:5]=[C:6]([F:8])[CH:7]=1.C1C=CC2N(O)N=NC=2C=1.[NH2:28][CH:29]1[CH2:34][CH2:33][N:32]([C:35]([O:37][CH2:38][CH3:39])=[O:36])[CH2:31][CH2:30]1.C(O)C(N)(CO)CO. Product: [F:8][C:6]1[CH:5]=[C:4]([C:9]2[N:10]=[CH:11][C:12]([C:13]([NH:28][CH:29]3[CH2:30][CH2:31][N:32]([C:35]([O:37][CH2:38][CH3:39])=[O:36])[CH2:33][CH2:34]3)=[O:15])=[CH:16][CH:17]=2)[CH:3]=[C:2]([F:1])[CH:7]=1. The catalyst class is: 2.